This data is from Catalyst prediction with 721,799 reactions and 888 catalyst types from USPTO. The task is: Predict which catalyst facilitates the given reaction. (1) Reactant: [CH2:1]([C:3]1[CH:8]=[CH:7][C:6]([C:9]2[CH:14]=[C:13](O)[N:12]3[N:16]=[CH:17][C:18]([C:19]([O:21][CH2:22][CH3:23])=[O:20])=[C:11]3[N:10]=2)=[CH:5][CH:4]=1)[CH3:2].P(Cl)(Cl)([Cl:26])=O.O.C([O-])([O-])=O.[Na+].[Na+]. Product: [Cl:26][C:13]1[N:12]2[N:16]=[CH:17][C:18]([C:19]([O:21][CH2:22][CH3:23])=[O:20])=[C:11]2[N:10]=[C:9]([C:6]2[CH:7]=[CH:8][C:3]([CH2:1][CH3:2])=[CH:4][CH:5]=2)[CH:14]=1. The catalyst class is: 2. (2) Reactant: Cl[C:2]1[C:7]([N+:8]([O-:10])=[O:9])=[CH:6][CH:5]=[CH:4][N:3]=1.[C:11]([C:15]1[CH:20]=[CH:19][CH:18]=[CH:17][C:16]=1[OH:21])([CH3:14])([CH3:13])[CH3:12].C(=O)([O-])[O-].[Cs+].[Cs+]. Product: [C:11]([C:15]1[CH:20]=[CH:19][CH:18]=[CH:17][C:16]=1[O:21][C:2]1[C:7]([N+:8]([O-:10])=[O:9])=[CH:6][CH:5]=[CH:4][N:3]=1)([CH3:14])([CH3:12])[CH3:13]. The catalyst class is: 18.